From a dataset of Full USPTO retrosynthesis dataset with 1.9M reactions from patents (1976-2016). Predict the reactants needed to synthesize the given product. (1) Given the product [Cl:3][C:4]1[C:9]([O:10][CH:11]([CH3:13])[CH3:12])=[C:8]([CH2:14][N:15]2[CH2:16][CH2:17][CH:18]([N:21]3[CH:26]=[CH:25][C:24]([C:27]([OH:29])=[O:28])=[CH:23][C:22]3=[O:31])[CH2:19][CH2:20]2)[CH:7]=[C:6]([CH:32]2[CH2:33][CH2:34]2)[C:5]=1[C:35]1[CH:40]=[CH:39][C:38]([F:41])=[CH:37][C:36]=1[F:42], predict the reactants needed to synthesize it. The reactants are: [OH-].[Na+].[Cl:3][C:4]1[C:9]([O:10][CH:11]([CH3:13])[CH3:12])=[C:8]([CH2:14][N:15]2[CH2:20][CH2:19][CH:18]([N:21]3[CH:26]=[CH:25][C:24]([C:27]([O:29]C)=[O:28])=[CH:23][C:22]3=[O:31])[CH2:17][CH2:16]2)[CH:7]=[C:6]([CH:32]2[CH2:34][CH2:33]2)[C:5]=1[C:35]1[CH:40]=[CH:39][C:38]([F:41])=[CH:37][C:36]=1[F:42]. (2) Given the product [C:1]([C:3]1[CH:4]=[C:5]([CH:27]=[CH:28][C:29]=1[O:30][CH:31]([CH3:33])[CH3:32])[CH2:6][O:7][C:8]1[CH:16]=[CH:15][C:14]2[N:13]3[CH2:17][CH2:18][CH:19]([CH2:20][C:21]([OH:23])=[O:22])[C:12]3=[CH:11][C:10]=2[C:9]=1[CH3:26])#[N:2], predict the reactants needed to synthesize it. The reactants are: [C:1]([C:3]1[CH:4]=[C:5]([CH:27]=[CH:28][C:29]=1[O:30][CH:31]([CH3:33])[CH3:32])[CH2:6][O:7][C:8]1[CH:16]=[CH:15][C:14]2[N:13]3[CH2:17][CH2:18][CH:19]([CH2:20][C:21]([O:23]CC)=[O:22])[C:12]3=[CH:11][C:10]=2[C:9]=1[CH3:26])#[N:2].[Li+].[OH-].C(O)(=O)CC(CC(O)=O)(C(O)=O)O. (3) Given the product [NH2:1][C:4]1[CH:5]=[C:6]([NH:10][C:11]2[CH:16]=[CH:15][N:14]=[C:13]([C:17]3[NH:21][CH:20]=[C:19]([C:22]([O:24][CH3:25])=[O:23])[CH:18]=3)[CH:12]=2)[CH:7]=[CH:8][CH:9]=1, predict the reactants needed to synthesize it. The reactants are: [N+:1]([C:4]1[CH:5]=[C:6]([NH:10][C:11]2[CH:16]=[CH:15][N:14]=[C:13]([C:17]3[NH:21][CH:20]=[C:19]([C:22]([O:24][CH3:25])=[O:23])[CH:18]=3)[CH:12]=2)[CH:7]=[CH:8][CH:9]=1)([O-])=O. (4) Given the product [CH:34]1([NH:33][C:31]([NH:30][C:27]2[CH:28]=[CH:29][C:24]([O:23][C:22]3[C:17]4[CH:16]=[C:15]([C:12]5[CH:13]=[CH:14][C:9]([OH:8])=[CH:10][CH:11]=5)[N:38]([CH2:39][O:40][CH2:41][CH2:42][Si:43]([CH3:45])([CH3:44])[CH3:46])[C:18]=4[N:19]=[CH:20][N:21]=3)=[CH:25][C:26]=2[F:37])=[O:32])[CH2:36][CH2:35]1, predict the reactants needed to synthesize it. The reactants are: C([O:8][C:9]1[CH:14]=[CH:13][C:12]([C:15]2[N:38]([CH2:39][O:40][CH2:41][CH2:42][Si:43]([CH3:46])([CH3:45])[CH3:44])[C:18]3[N:19]=[CH:20][N:21]=[C:22]([O:23][C:24]4[CH:29]=[CH:28][C:27]([NH:30][C:31]([NH:33][CH:34]5[CH2:36][CH2:35]5)=[O:32])=[C:26]([F:37])[CH:25]=4)[C:17]=3[CH:16]=2)=[CH:11][CH:10]=1)C1C=CC=CC=1. (5) Given the product [F:1][C:2]1[CH:3]=[CH:4][C:5]([C:8]2([C:24]3[CH:25]=[CH:26][C:27]([F:30])=[CH:28][CH:29]=3)[O:12][C:11](=[O:13])[N:10]([CH2:14][C:15]([NH2:32])=[O:16])[C@H:9]2[C:18]2[CH:19]=[CH:20][CH:21]=[CH:22][CH:23]=2)=[CH:6][CH:7]=1, predict the reactants needed to synthesize it. The reactants are: [F:1][C:2]1[CH:7]=[CH:6][C:5]([C:8]2([C:24]3[CH:29]=[CH:28][C:27]([F:30])=[CH:26][CH:25]=3)[O:12][C:11](=[O:13])[N:10]([CH2:14][C:15](O)=[O:16])[C@H:9]2[C:18]2[CH:23]=[CH:22][CH:21]=[CH:20][CH:19]=2)=[CH:4][CH:3]=1.[OH-].[NH4+:32]. (6) Given the product [O:1]=[C:2]1[C:11]2[C:6](=[CH:7][CH:8]=[CH:9][CH:10]=2)[C:5]([C:12]([O:14][CH2:20][CH3:21])=[O:13])=[N:4][NH:3]1, predict the reactants needed to synthesize it. The reactants are: [O:1]=[C:2]1[C:11]2[C:6](=[CH:7][CH:8]=[CH:9][CH:10]=2)[C:5]([C:12]([OH:14])=[O:13])=[N:4][NH:3]1.OS(O)(=O)=O.[CH3:20][CH2:21]O. (7) Given the product [F:1][C:2]1[CH:3]=[C:4]2[C:8](=[C:9]([F:11])[CH:10]=1)[NH:7][CH:6]=[C:5]2[C:17]1[CH:18]=[CH:13][N:14]=[C:15]([NH:19][CH:20]2[CH2:25][C:24]([CH3:27])([CH3:26])[NH:23][C:22]([CH3:29])([CH3:28])[CH2:21]2)[N:16]=1, predict the reactants needed to synthesize it. The reactants are: [F:1][C:2]1[CH:3]=[C:4]2[C:8](=[C:9]([F:11])[CH:10]=1)[NH:7][CH:6]=[CH:5]2.Cl[C:13]1[CH:18]=[CH:17][N:16]=[C:15]([NH:19][CH:20]2[CH2:25][C:24]([CH3:27])([CH3:26])[NH:23][C:22]([CH3:29])([CH3:28])[CH2:21]2)[N:14]=1.CCCC[N+](CCCC)(CCCC)CCCC.[F-]. (8) Given the product [CH3:9][CH2:7][N:3]([C:4]1[CH:5]=[CH:19][C:18]([NH2:21])=[C:17]([CH3:16])[CH:6]=1)[CH2:2][CH2:1][OH:27], predict the reactants needed to synthesize it. The reactants are: [CH3:1][CH2:2][N:3]([CH:7]([CH3:9])C)[CH:4]([CH3:6])[CH3:5].ClC(OCC1C=[CH:19][C:18]([N+:21]([O-])=O)=[CH:17][CH:16]=1)=O.CN(C)C=[O:27].